This data is from Forward reaction prediction with 1.9M reactions from USPTO patents (1976-2016). The task is: Predict the product of the given reaction. (1) Given the reactants Cl[C:2]1[N:3]=[C:4]([N:16]2[CH2:21][CH2:20][O:19][CH2:18][CH2:17]2)[C:5]2[CH:10]=[CH:9][N:8]([CH2:11][C:12]([F:15])([F:14])[F:13])[C:6]=2[N:7]=1.CC1(C)C(C)(C)OB([C:30]2[CH:39]=[CH:38][C:33]3[NH:34][C:35]([NH2:37])=[N:36][C:32]=3[CH:31]=2)O1.C(=O)(O)[O-].[K+], predict the reaction product. The product is: [N:16]1([C:4]2[C:5]3[CH:10]=[CH:9][N:8]([CH2:11][C:12]([F:15])([F:14])[F:13])[C:6]=3[N:7]=[C:2]([C:30]3[CH:39]=[CH:38][C:33]4[NH:34][C:35]([NH2:37])=[N:36][C:32]=4[CH:31]=3)[N:3]=2)[CH2:21][CH2:20][O:19][CH2:18][CH2:17]1. (2) Given the reactants [Li]CCCC.[CH3:6][CH:7]1[CH2:12][CH2:11][CH2:10][N:9]([CH3:13])[C:8]1([CH3:15])[CH3:14].CC1CCCN(C)C1(C)C.[Li:26].[Cl:27][C:28]1[CH:33]=[C:32]([O:34][CH3:35])[CH:31]=[CH:30][N:29]=1.[CH:36]1([C:40](OC)=[O:41])[CH2:39][CH2:38][CH2:37]1, predict the reaction product. The product is: [CH3:6][CH:7]1[CH2:12][CH2:11][CH2:10][N:9]([CH3:13])[C:8]1([CH3:15])[CH3:14].[Li:26].[Cl:27][C:28]1[C:33]([C:40]([CH:36]2[CH2:39][CH2:38][CH2:37]2)=[O:41])=[C:32]([O:34][CH3:35])[CH:31]=[CH:30][N:29]=1. (3) Given the reactants C(OC([N:8](C(OC(C)(C)C)=O)[C:9]1[N:10]=[CH:11][C:12]([C:26]2[CH2:31][CH2:30][N:29](C(OC(C)(C)C)=O)[CH2:28][CH:27]=2)=[N:13][C:14]=1[C:15]1[O:16][C:17]([C:20]2[CH:25]=[CH:24][CH:23]=[CH:22][CH:21]=2)=[N:18][N:19]=1)=O)(C)(C)C.C(O)(C(F)(F)F)=O, predict the reaction product. The product is: [C:20]1([C:17]2[O:16][C:15]([C:14]3[C:9]([NH2:8])=[N:10][CH:11]=[C:12]([C:26]4[CH2:31][CH2:30][NH:29][CH2:28][CH:27]=4)[N:13]=3)=[N:19][N:18]=2)[CH:21]=[CH:22][CH:23]=[CH:24][CH:25]=1. (4) The product is: [CH3:19][C:18]([OH:20])([CH3:21])[CH2:17][NH:16][C:2]1[N:3]=[N:4][C:5]([C:8]#[C:9][C:10]2[CH:15]=[CH:14][CH:13]=[CH:12][CH:11]=2)=[CH:6][CH:7]=1. Given the reactants Cl[C:2]1[N:3]=[N:4][C:5]([C:8]#[C:9][C:10]2[CH:15]=[CH:14][CH:13]=[CH:12][CH:11]=2)=[CH:6][CH:7]=1.[NH2:16][CH2:17][C:18]([CH3:21])([OH:20])[CH3:19], predict the reaction product.